From a dataset of M1 muscarinic receptor antagonist screen with 61,756 compounds. Binary Classification. Given a drug SMILES string, predict its activity (active/inactive) in a high-throughput screening assay against a specified biological target. The compound is O(C(=O)N1C(CCC1)C(=O)N1CCc2c1cccc2)C(C)(C)C. The result is 0 (inactive).